Dataset: Forward reaction prediction with 1.9M reactions from USPTO patents (1976-2016). Task: Predict the product of the given reaction. Given the reactants [O-2:1].[Nd+3:2].[O-2].[O-2].[Nd+3].[CH3:6][CH2:7][CH2:8][CH2:9][CH:10]([CH2:13][O:14][PH:15]([O:17][CH2:18][CH:19]([CH2:22][CH2:23][CH2:24][CH3:25])[CH2:20][CH3:21])=[O:16])[CH2:11][CH3:12], predict the reaction product. The product is: [CH2:11]([CH:10]([CH2:9][CH2:8][CH2:7][CH3:6])[CH2:13][O:14][P:15]([O-:1])([O:17][CH2:18][CH:19]([CH2:20][CH3:21])[CH2:22][CH2:23][CH2:24][CH3:25])=[O:16])[CH3:12].[Nd+:2].